This data is from Full USPTO retrosynthesis dataset with 1.9M reactions from patents (1976-2016). The task is: Predict the reactants needed to synthesize the given product. (1) Given the product [C:1]([C:3]1[CH:4]=[CH:5][C:6]([C:9]([NH:45][C:46]2[N:51]=[C:50]([C@:52]3([CH3:70])[CH2:57][C@@H:56]([C:58]([F:61])([F:59])[F:60])[O:55][C:54]([NH:62][C:63](=[O:69])[O:64][C:65]([CH3:66])([CH3:68])[CH3:67])=[N:53]3)[C:49]([F:71])=[CH:48][CH:47]=2)=[O:11])=[N:7][CH:8]=1)#[N:2], predict the reactants needed to synthesize it. The reactants are: [C:1]([C:3]1[CH:4]=[CH:5][C:6]([C:9]([OH:11])=O)=[N:7][CH:8]=1)#[N:2].C(N(C(C)C)CC)(C)C.F[P-](F)(F)(F)(F)F.CN(C(ON1C2=NC=CC=C2N=N1)=[N+](C)C)C.[NH2:45][C:46]1[N:51]=[C:50]([C@:52]2([CH3:70])[CH2:57][C@@H:56]([C:58]([F:61])([F:60])[F:59])[O:55][C:54]([NH:62][C:63](=[O:69])[O:64][C:65]([CH3:68])([CH3:67])[CH3:66])=[N:53]2)[C:49]([F:71])=[CH:48][CH:47]=1. (2) The reactants are: C([O:8][C:9]1[CH:17]=[C:16]2[C:12]([C@@H:13]([CH2:25][Cl:26])[CH2:14][N:15]2[C:18]([O:20][C:21]([CH3:24])([CH3:23])[CH3:22])=[O:19])=[C:11]2[S:27][C:28]([CH3:30])=[CH:29][C:10]=12)C1C=CC=CC=1.[NH4+].C([O-])=O. Given the product [Cl:26][CH2:25][C@@H:13]1[C:12]2[C:16](=[CH:17][C:9]([OH:8])=[C:10]3[CH:29]=[C:28]([CH3:30])[S:27][C:11]3=2)[N:15]([C:18]([O:20][C:21]([CH3:24])([CH3:23])[CH3:22])=[O:19])[CH2:14]1, predict the reactants needed to synthesize it. (3) Given the product [Br:7][C:8]1[N:13]=[C:1]([C:2]([Cl:4])=[O:3])[CH:11]=[CH:10][CH:9]=1, predict the reactants needed to synthesize it. The reactants are: [C:1](Cl)(=O)[C:2]([Cl:4])=[O:3].[Br:7][C:8]1[N:13]=C(C(O)=O)[CH:11]=[CH:10][CH:9]=1.